From a dataset of HIV replication inhibition screening data with 41,000+ compounds from the AIDS Antiviral Screen. Binary Classification. Given a drug SMILES string, predict its activity (active/inactive) in a high-throughput screening assay against a specified biological target. The compound is C=CCC12CC(C(=O)OC)N(C(=O)OC)C1N(S(=O)(=O)c1ccccc1)c1ccccc12. The result is 0 (inactive).